Dataset: Full USPTO retrosynthesis dataset with 1.9M reactions from patents (1976-2016). Task: Predict the reactants needed to synthesize the given product. Given the product [CH3:28][S:29]([OH:32])(=[O:31])=[O:30].[F:20][C:11]1[C:12]([NH2:16])=[N:13][CH:14]=[CH:15][C:10]=1[CH2:9][C:5]1[C:4](=[O:21])[O:3][C:1]2[CH:2]=[C:24]([OH:25])[CH:23]=[CH:34][C:33]=2[C:6]=1[CH3:7], predict the reactants needed to synthesize it. The reactants are: [CH2:1]([O:3][C:4](=[O:21])[CH:5]([CH2:9][C:10]1[CH:15]=[CH:14][N:13]=[C:12]([NH:16]C(=O)C)[C:11]=1[F:20])[C:6](=O)[CH3:7])[CH3:2].F[C:23](F)(F)[CH2:24][OH:25].[CH3:28][S:29]([OH:32])(=[O:31])=[O:30].[CH2:33](O)[CH3:34].